From a dataset of Full USPTO retrosynthesis dataset with 1.9M reactions from patents (1976-2016). Predict the reactants needed to synthesize the given product. (1) Given the product [CH2:1]([O:3][C:4]1[C:5]([C:11]([OH:14])=[O:12])=[N:6][C:7]([CH3:10])=[CH:8][CH:9]=1)[CH3:2], predict the reactants needed to synthesize it. The reactants are: [CH2:1]([O:3][C:4]1[C:5]([CH2:11][OH:12])=[N:6][C:7]([CH3:10])=[CH:8][CH:9]=1)[CH3:2].P([O-])([O-])([O-])=[O:14].[O-]Cl=O.[Na+].[O-]Cl.[Na+].[OH-].[Na+].Cl. (2) The reactants are: [CH3:1][C:2]1[N:7]=[N:6][CH:5]=[C:4](C(O)=O)[CH:3]=1.C([N:13]([CH2:16]C)CC)C.C1C=CC(P(N=[N+]=[N-])(C2C=CC=CC=2)=[O:25])=CC=1.[F:35][C:36]([CH:48]1[CH2:53][CH2:52][NH:51][CH2:50][CH2:49]1)([S:38]([C:41]1[CH:46]=[CH:45][CH:44]=[C:43]([F:47])[CH:42]=1)(=[O:40])=[O:39])[CH3:37]. Given the product [F:35][C:36]([CH:48]1[CH2:53][CH2:52][N:51]([C:16]([NH:13][C:4]2[CH:3]=[C:2]([CH3:1])[N:7]=[N:6][CH:5]=2)=[O:25])[CH2:50][CH2:49]1)([S:38]([C:41]1[CH:46]=[CH:45][CH:44]=[C:43]([F:47])[CH:42]=1)(=[O:40])=[O:39])[CH3:37], predict the reactants needed to synthesize it. (3) Given the product [CH3:22][O:21][S:18]([C:15]1([CH3:1])[CH:14]=[CH:13][CH:12]=[CH:17][CH2:16]1)(=[O:19])=[O:20].[CH3:1][S:2][C:3]1[S:4][C:5]2[CH:11]=[CH:10][CH:9]=[CH:8][C:6]=2[N:7]=1, predict the reactants needed to synthesize it. The reactants are: [CH3:1][S:2][C:3]1[S:4][C:5]2[CH:11]=[CH:10][CH:9]=[CH:8][C:6]=2[N:7]=1.[C:12]1(C)[CH:17]=[CH:16][C:15]([S:18]([O:21][CH3:22])(=[O:20])=[O:19])=[CH:14][CH:13]=1.CC(C)=O. (4) The reactants are: [NH2:1][C:2]1[C:7]2[NH:8][C:9](=[S:16])[N:10]([CH2:11][CH2:12][CH2:13][C:14]#[CH:15])[C:6]=2[CH:5]=[CH:4][N:3]=1.Br[C:18]1[C:26]([I:27])=[CH:25][C:21]2[O:22][CH2:23][O:24][C:20]=2[CH:19]=1.CC1C=CC2C=CC3C=CC(C)=NC=3C=2N=1.O.O(C(C)(C)C)[Na]. Given the product [I:27][C:26]1[C:18]([S:16][C:9]2[N:10]([CH2:11][CH2:12][CH2:13][C:14]#[CH:15])[C:6]3[CH:5]=[CH:4][N:3]=[C:2]([NH2:1])[C:7]=3[N:8]=2)=[CH:19][C:20]2[O:24][CH2:23][O:22][C:21]=2[CH:25]=1, predict the reactants needed to synthesize it.